This data is from Full USPTO retrosynthesis dataset with 1.9M reactions from patents (1976-2016). The task is: Predict the reactants needed to synthesize the given product. (1) Given the product [CH2:11]([C:2]1[N:7]([CH3:8])[C:6](=[O:9])[CH:5]=[CH:4][CH:3]=1)[C:12]1[CH:17]=[CH:16][CH:15]=[CH:14][CH:13]=1, predict the reactants needed to synthesize it. The reactants are: Cl[C:2]1[N:7]([CH3:8])[C:6](=[O:9])[CH:5]=[CH:4][CH:3]=1.[Br-].[CH2:11]([Zn+])[C:12]1[CH:17]=[CH:16][CH:15]=[CH:14][CH:13]=1. (2) Given the product [CH3:35][S:36][C:37]1[C:38]2[S:45][C:44]([C:46](=[N:25][OH:24])[C:47]([C:49]3[CH:54]=[CH:53][CH:52]=[CH:51][CH:50]=3)=[O:48])=[CH:43][C:39]=2[N:40]=[CH:41][N:42]=1, predict the reactants needed to synthesize it. The reactants are: CC1SC2C(SC)=NC=NC=2C=1.[Li+].C[Si]([N-][Si](C)(C)C)(C)C.C[O:24][N:25](C)C(=O)C1C=CC=CC=1.[CH3:35][S:36][C:37]1[C:38]2[S:45][C:44]([CH2:46][C:47]([C:49]3[CH:54]=[CH:53][CH:52]=[CH:51][CH:50]=3)=[O:48])=[CH:43][C:39]=2[N:40]=[CH:41][N:42]=1.N([O-])=O.[Na+]. (3) Given the product [CH3:1]/[C:2](/[CH2:35][CH2:36][CH2:37][CH3:38])=[CH:3]/[C:4]([O:6][C@@H:7]1[CH2:12][C@@H:11]([CH2:13][CH2:14][CH2:15][CH2:16][CH3:17])[O:10][C@@:9]([O:33][CH3:34])([C@@H:18]2[CH2:22][S:21][C:20](=[O:23])[N:19]2[CH2:24][C:25]2[CH:30]=[CH:29][C:28]([O:31][CH3:32])=[CH:27][CH:26]=2)[CH2:8]1)=[O:5], predict the reactants needed to synthesize it. The reactants are: [CH3:1]/[C:2](/[CH2:35][CH2:36][CH:37]=[CH2:38])=[CH:3]/[C:4]([O:6][C@@H:7]1[CH2:12][C@@H:11]([CH2:13][CH2:14][CH2:15][CH:16]=[CH2:17])[O:10][C@@:9]([O:33][CH3:34])([C@@H:18]2[CH2:22][S:21][C:20](=[O:23])[N:19]2[CH2:24][C:25]2[CH:30]=[CH:29][C:28]([O:31][CH3:32])=[CH:27][CH:26]=2)[CH2:8]1)=[O:5].CO[C@]1([C@@H]2CSC(=O)N2CC2C=CC(OC)=CC=2)C[C@H]2C[C@@H](CCCC=CCCC(C)=CC(=O)O2)O1.